Dataset: Catalyst prediction with 721,799 reactions and 888 catalyst types from USPTO. Task: Predict which catalyst facilitates the given reaction. Reactant: [S:1]1[C:5]2[CH:6]=[CH:7][CH:8]=[CH:9][C:4]=2[C:3]([N:10]2[CH2:15][CH2:14][N:13]([CH2:16][CH2:17][C:18]3[CH:19]=[C:20]4[C:24](=[CH:25][CH:26]=3)[CH2:23][C@@H:22]([NH:27][C:28](=[O:30])[CH3:29])[CH2:21]4)[CH2:12][CH2:11]2)=[N:2]1.[CH3:31]C(C)([O-])C.[K+].IC. Product: [S:1]1[C:5]2[CH:6]=[CH:7][CH:8]=[CH:9][C:4]=2[C:3]([N:10]2[CH2:15][CH2:14][N:13]([CH2:16][CH2:17][C:18]3[CH:19]=[C:20]4[C:24](=[CH:25][CH:26]=3)[CH2:23][C@@H:22]([N:27]([CH3:31])[C:28](=[O:30])[CH3:29])[CH2:21]4)[CH2:12][CH2:11]2)=[N:2]1. The catalyst class is: 1.